Dataset: Reaction yield outcomes from USPTO patents with 853,638 reactions. Task: Predict the reaction yield, written as a fraction of the theoretical maximum amount of product (1.0 means a 100% yield; for example, 0.34 means a 34% yield). (1) The reactants are [Cl-].O[NH3+:3].[C:4](=[O:7])([O-])[OH:5].[Na+].CS(C)=O.[CH3:13][C:14]1[N:15]([CH:39]2[CH2:44][CH2:43][O:42][CH2:41][CH2:40]2)[C:16](=[O:38])[C:17]([CH2:23][C:24]2[CH:29]=[CH:28][C:27]([C:30]3[C:31]([C:36]#[N:37])=[CH:32][CH:33]=[CH:34][CH:35]=3)=[CH:26][CH:25]=2)=[C:18]([CH2:20][CH2:21][CH3:22])[N:19]=1. The catalyst is C(OCC)(=O)C. The product is [CH3:13][C:14]1[N:15]([CH:39]2[CH2:40][CH2:41][O:42][CH2:43][CH2:44]2)[C:16](=[O:38])[C:17]([CH2:23][C:24]2[CH:25]=[CH:26][C:27]([C:30]3[CH:35]=[CH:34][CH:33]=[CH:32][C:31]=3[C:36]3[NH:3][C:4](=[O:7])[O:5][N:37]=3)=[CH:28][CH:29]=2)=[C:18]([CH2:20][CH2:21][CH3:22])[N:19]=1. The yield is 0.620. (2) The reactants are [OH:1][C:2]1[CH:3]=[C:4]([CH:7]=[CH:8][C:9]=1[O:10][CH2:11][CH2:12][CH3:13])[C:5]#[N:6].C(OC1C=C(C=C(OCC2C=CC=CC=2)C=1)CN)C1C=CC=CC=1. No catalyst specified. The product is [OH:1][C:2]1[CH:3]=[C:4]([CH:7]=[CH:8][C:9]=1[O:10][CH2:11][CH2:12][CH3:13])[CH2:5][NH2:6]. The yield is 0.480. (3) The reactants are Br[CH2:2][C:3]1[NH:4][C:5]2[N:6]([N:12]=[CH:13][C:14]=2[C:15]#[N:16])[C:7](=[O:11])[C:8]=1[CH2:9][CH3:10].C[CH2:18][N:19](CC)CC.Cl.CN. The catalyst is CN(C=O)C. The product is [CH2:9]([C:8]1[C:7](=[O:11])[N:6]2[N:12]=[CH:13][C:14]([C:15]#[N:16])=[C:5]2[NH:4][C:3]=1[CH2:2][NH:19][CH3:18])[CH3:10]. The yield is 0.200. (4) The reactants are [N:1]([CH2:4][CH2:5][O:6][CH2:7][CH2:8][O:9][CH2:10][CH2:11][O:12][CH2:13][CH2:14][O:15][CH2:16][CH2:17][O:18][CH2:19][CH2:20][O:21][CH2:22][CH2:23][O:24][CH2:25][CH2:26][O:27][CH2:28][CH2:29][O:30][CH2:31][CH2:32][O:33][CH2:34][CH2:35][O:36][CH2:37][CH2:38][NH:39][C:40](=[O:70])[CH2:41][CH2:42][CH2:43][NH:44][C:45](=[O:69])[CH2:46][CH2:47][CH2:48][CH2:49][CH2:50][CH2:51][CH2:52][CH2:53][CH2:54][CH2:55][CH2:56][CH2:57][CH2:58][CH2:59][CH2:60][CH2:61][C:62]([O:64]C(C)(C)C)=[O:63])=[N+:2]=[N-:3].C(O)(C(F)(F)F)=O. The catalyst is C(Cl)Cl. The product is [N:1]([CH2:4][CH2:5][O:6][CH2:7][CH2:8][O:9][CH2:10][CH2:11][O:12][CH2:13][CH2:14][O:15][CH2:16][CH2:17][O:18][CH2:19][CH2:20][O:21][CH2:22][CH2:23][O:24][CH2:25][CH2:26][O:27][CH2:28][CH2:29][O:30][CH2:31][CH2:32][O:33][CH2:34][CH2:35][O:36][CH2:37][CH2:38][NH:39][C:40](=[O:70])[CH2:41][CH2:42][CH2:43][NH:44][C:45](=[O:69])[CH2:46][CH2:47][CH2:48][CH2:49][CH2:50][CH2:51][CH2:52][CH2:53][CH2:54][CH2:55][CH2:56][CH2:57][CH2:58][CH2:59][CH2:60][CH2:61][C:62]([OH:64])=[O:63])=[N+:2]=[N-:3]. The yield is 0.603. (5) The reactants are FC(F)(F)S(O[C:7]1[CH:12]=[CH:11][C:10]([C:13]2[C:18]([CH3:19])=[N:17][C:16]([CH3:20])=[C:15]([C:21](=[O:23])[NH2:22])[N:14]=2)=[CH:9][C:8]=1[F:24])(=O)=O.[Cl:27][C:28]1[CH:29]=[C:30]([CH2:43][C:44]([O:46][CH3:47])=[O:45])[CH:31]=[CH:32][C:33]=1B1OC(C)(C)C(C)(C)O1.P([O-])([O-])([O-])=O.[K+].[K+].[K+].[Cl-].[Li+]. The catalyst is COCCOC.CO.O.C1C=CC([PH+]([C]2[CH][CH][CH][CH]2)C2C=CC=CC=2)=CC=1.C1C=CC([PH+]([C]2[CH][CH][CH][CH]2)C2C=CC=CC=2)=CC=1.C(Cl)Cl.Cl[Pd]Cl.[Fe]. The product is [C:21]([C:15]1[N:14]=[C:13]([C:10]2[CH:11]=[CH:12][C:7]([C:33]3[CH:32]=[CH:31][C:30]([CH2:43][C:44]([O:46][CH3:47])=[O:45])=[CH:29][C:28]=3[Cl:27])=[C:8]([F:24])[CH:9]=2)[C:18]([CH3:19])=[N:17][C:16]=1[CH3:20])(=[O:23])[NH2:22]. The yield is 0.490.